Predict which catalyst facilitates the given reaction. From a dataset of Catalyst prediction with 721,799 reactions and 888 catalyst types from USPTO. (1) Reactant: [NH:1]1[C:7]2[CH:8]=[CH:9][CH:10]=[CH:11][C:6]=2[CH2:5][CH2:4][CH2:3][C:2]1=O.P12(SP3(SP(SP(S3)(S1)=S)(=S)S2)=S)=[S:14]. The catalyst class is: 17. Product: [NH:1]1[C:7]2[CH:8]=[CH:9][CH:10]=[CH:11][C:6]=2[CH2:5][CH2:4][CH2:3][C:2]1=[S:14]. (2) Reactant: [N+:1]([C:4]1[CH:10]=[CH:9][C:7]([NH2:8])=[C:6]([C:11]#[C:12][C:13]2[CH:18]=[CH:17][CH:16]=[CH:15][N:14]=2)[CH:5]=1)([O-:3])=[O:2].CC([O-])(C)C.[K+]. The catalyst class is: 18. Product: [N+:1]([C:4]1[CH:5]=[C:6]2[C:7](=[CH:9][CH:10]=1)[NH:8][C:12]([C:13]1[CH:18]=[CH:17][CH:16]=[CH:15][N:14]=1)=[CH:11]2)([O-:3])=[O:2]. (3) Reactant: [Br:1][C:2]1[CH:7]=[CH:6][N:5]=[C:4](Cl)[CH:3]=1.[CH2:9]([N:11]([CH2:15][CH3:16])[CH2:12][CH2:13][NH2:14])[CH3:10].O. Product: [Br:1][C:2]1[CH:7]=[CH:6][N:5]=[C:4]([NH:14][CH2:13][CH2:12][N:11]([CH2:15][CH3:16])[CH2:9][CH3:10])[CH:3]=1. The catalyst class is: 13. (4) Reactant: CN(C)/[CH:3]=[CH:4]/[C:5]1[C:10]([C:11]([F:14])([F:13])[F:12])=[CH:9][CH:8]=[CH:7][C:6]=1[N+:15]([O-])=O.Cl. Product: [F:14][C:11]([F:12])([F:13])[C:10]1[CH:9]=[CH:8][CH:7]=[C:6]2[C:5]=1[CH:4]=[CH:3][NH:15]2. The catalyst class is: 180. (5) Product: [O:20]=[C:15]1[CH2:16][CH2:17][C:18](=[O:19])[N:14]1[O:11][C:10](=[O:12])[CH2:9][CH2:8][CH2:7][C:1]1[CH:6]=[CH:5][CH:4]=[CH:3][CH:2]=1. Reactant: [C:1]1([CH2:7][CH2:8][CH2:9][C:10]([OH:12])=[O:11])[CH:6]=[CH:5][CH:4]=[CH:3][CH:2]=1.O[N:14]1[C:18](=[O:19])[CH2:17][CH2:16][C:15]1=[O:20].C1(N=C=NC2CCCCC2)CCCCC1. The catalyst class is: 10. (6) Reactant: [CH:1]1[CH:2]=[CH:3][C:4]2[S:9][N:8]=[C:7]([N:10]3[CH2:15][CH2:14][N:13]([CH2:16][CH2:17][C:18]4[CH:19]=[C:20]5[CH2:28][C:26](=[O:27])[NH:25][C:21]5=[CH:22][C:23]=4[Cl:24])[CH2:12][CH2:11]3)[C:5]=2[CH:6]=1.[C:29]([OH:38])(=[O:37])[C@@H:30]([C@H:32]([C:34]([OH:36])=[O:35])[OH:33])[OH:31]. The catalyst class is: 6. Product: [CH:1]1[CH:2]=[CH:3][C:4]2[S:9][N:8]=[C:7]([N:10]3[CH2:11][CH2:12][N:13]([CH2:16][CH2:17][C:18]4[CH:19]=[C:20]5[CH2:28][C:26](=[O:27])[NH:25][C:21]5=[CH:22][C:23]=4[Cl:24])[CH2:14][CH2:15]3)[C:5]=2[CH:6]=1.[C:34]([CH:32]([CH:30]([C:29]([O-:38])=[O:37])[OH:31])[OH:33])([O-:36])=[O:35]. (7) Reactant: [C:1]([N:5]1[C:9](=[O:10])[C:8]([NH:11][CH:12]2[CH2:17][CH2:16][NH:15][CH2:14][CH2:13]2)=[C:7]([C:18]2[CH:23]=[CH:22][CH:21]=[CH:20][CH:19]=2)[S:6]1(=[O:25])=[O:24])([CH3:4])([CH3:3])[CH3:2].Br[CH2:27][C:28]1[CH:35]=[CH:34][C:31]([C:32]#[N:33])=[CH:30][CH:29]=1.C(N1CCCN2CCCN=C12)C1C=CC=CC=1. Product: [C:1]([N:5]1[C:9](=[O:10])[C:8]([NH:11][CH:12]2[CH2:17][CH2:16][N:15]([CH2:27][C:28]3[CH:35]=[CH:34][C:31]([C:32]#[N:33])=[CH:30][CH:29]=3)[CH2:14][CH2:13]2)=[C:7]([C:18]2[CH:19]=[CH:20][CH:21]=[CH:22][CH:23]=2)[S:6]1(=[O:25])=[O:24])([CH3:4])([CH3:2])[CH3:3]. The catalyst class is: 3. (8) Reactant: CN([CH2:4][C:5]([CH:7]=[C:8]1[CH2:10][CH2:9]1)=O)C.[C:11]([CH2:13][C:14]([NH2:16])=[O:15])#[N:12].N1CCCCC1.Cl. Product: [CH:8]1([C:7]2[CH:5]=[CH:4][C:13]([C:11]#[N:12])=[C:14]([OH:15])[N:16]=2)[CH2:9][CH2:10]1. The catalyst class is: 211.